This data is from Forward reaction prediction with 1.9M reactions from USPTO patents (1976-2016). The task is: Predict the product of the given reaction. Given the reactants [C:1]([C:4]1[CH:9]=[CH:8][C:7]([NH:10][C:11](=[O:30])[CH:12]([C:22]2[CH:27]=[CH:26][C:25]([CH2:28][OH:29])=[CH:24][CH:23]=2)[CH2:13][NH:14][C:15](=[O:21])[O:16][C:17]([CH3:20])([CH3:19])[CH3:18])=[CH:6][C:5]=1[F:31])(=[O:3])[NH2:2].C(Cl)CCl.[CH3:36][C:37]1[CH:45]=[C:44]([CH3:46])[CH:43]=[CH:42][C:38]=1[C:39](O)=[O:40], predict the reaction product. The product is: [CH3:36][C:37]1[CH:45]=[C:44]([CH3:46])[CH:43]=[CH:42][C:38]=1[C:39]([O:29][CH2:28][C:25]1[CH:24]=[CH:23][C:22]([CH:12]([CH2:13][NH:14][C:15]([O:16][C:17]([CH3:20])([CH3:19])[CH3:18])=[O:21])[C:11]([NH:10][C:7]2[CH:8]=[CH:9][C:4]([C:1](=[O:3])[NH2:2])=[C:5]([F:31])[CH:6]=2)=[O:30])=[CH:27][CH:26]=1)=[O:40].